From a dataset of Peptide-MHC class I binding affinity with 185,985 pairs from IEDB/IMGT. Regression. Given a peptide amino acid sequence and an MHC pseudo amino acid sequence, predict their binding affinity value. This is MHC class I binding data. (1) The peptide sequence is MPASWVMRI. The MHC is Mamu-A2201 with pseudo-sequence Mamu-A2201. The binding affinity (normalized) is 0.453. (2) The peptide sequence is VLYDPETDK. The MHC is HLA-A69:01 with pseudo-sequence HLA-A69:01. The binding affinity (normalized) is 0.0847. (3) The peptide sequence is SLSPNDTTWI. The MHC is HLA-A33:01 with pseudo-sequence HLA-A33:01. The binding affinity (normalized) is 0. (4) The peptide sequence is SEFWLNYTA. The MHC is HLA-B27:05 with pseudo-sequence HLA-B27:05. The binding affinity (normalized) is 0.0847. (5) The peptide sequence is KTFEWGVFY. The MHC is HLA-A02:12 with pseudo-sequence HLA-A02:12. The binding affinity (normalized) is 0.0847. (6) The peptide sequence is CMSANEAAI. The MHC is HLA-A02:01 with pseudo-sequence HLA-A02:01. The binding affinity (normalized) is 0.741. (7) The peptide sequence is FPFKYAAAF. The MHC is Mamu-A01 with pseudo-sequence Mamu-A01. The binding affinity (normalized) is 0.